From a dataset of Reaction yield outcomes from USPTO patents with 853,638 reactions. Predict the reaction yield, written as a fraction of the theoretical maximum amount of product (1.0 means a 100% yield; for example, 0.34 means a 34% yield). (1) The reactants are [C:1]([C:5]1[N:9]([CH3:10])[N:8]([CH2:11][CH:12]2[CH2:15][CH2:14][CH2:13]2)[C:7](=[NH:16])[CH:6]=1)([CH3:4])([CH3:3])[CH3:2].CCN(CC)CC.[F:24][C:25]1[CH:33]=[CH:32][C:31]([CH3:34])=[CH:30][C:26]=1[C:27](Cl)=[O:28]. The catalyst is C1COCC1. The product is [C:1]([C:5]1[N:9]([CH3:10])[N:8]([CH2:11][CH:12]2[CH2:13][CH2:14][CH2:15]2)/[C:7](=[N:16]/[C:27](=[O:28])[C:26]2[CH:30]=[C:31]([CH3:34])[CH:32]=[CH:33][C:25]=2[F:24])/[CH:6]=1)([CH3:4])([CH3:2])[CH3:3]. The yield is 0.500. (2) The reactants are [NH2:1][C:2]1[NH:6][N:5]=[N:4][N:3]=1.C(N(CC)CC)C.[CH3:14][C:15]1[C:19]2[CH:20]=[CH:21][CH:22]=[CH:23][C:18]=2[S:17][C:16]=1[CH:24]=O.[CH2:26]([O:28][C:29](=[O:34])[CH2:30][C:31]([CH3:33])=O)[CH3:27]. The catalyst is C(O)C. The product is [CH3:33][C:31]1[NH:1][C:2]2[N:3]([N:4]=[N:5][N:6]=2)[CH:24]([C:16]2[S:17][C:18]3[CH:23]=[CH:22][CH:21]=[CH:20][C:19]=3[C:15]=2[CH3:14])[C:30]=1[C:29]([O:28][CH2:26][CH3:27])=[O:34]. The yield is 0.410. (3) The reactants are [H-].[Na+].[F:3][C:4]1[C:5]([CH2:16][N:17]([CH3:25])[C:18](=[O:24])[O:19][C:20]([CH3:23])([CH3:22])[CH3:21])=[CH:6][NH:7][C:8]=1[C:9]1[C:10]([F:15])=[N:11][CH:12]=[CH:13][CH:14]=1.C1OCCOCCOCCOCCOC1.[Cl:41][C:42]1[CH:43]=[C:44]([S:48](Cl)(=[O:50])=[O:49])[CH:45]=[N:46][CH:47]=1. The catalyst is O1CCCC1.O. The product is [Cl:41][C:42]1[CH:43]=[C:44]([S:48]([N:7]2[C:8]([C:9]3[C:10]([F:15])=[N:11][CH:12]=[CH:13][CH:14]=3)=[C:4]([F:3])[C:5]([CH2:16][N:17]([CH3:25])[C:18](=[O:24])[O:19][C:20]([CH3:21])([CH3:22])[CH3:23])=[CH:6]2)(=[O:50])=[O:49])[CH:45]=[N:46][CH:47]=1. The yield is 0.780. (4) The reactants are [CH3:1][O:2][C:3]1[CH:8]=[CH:7][CH:6]=[CH:5][C:4]=1[CH:9]([CH2:14][C:15]1[CH:20]=[CH:19][CH:18]=[CH:17][CH:16]=1)[C:10]([O:12]C)=[O:11].[OH-].[Na+].O.Cl. The catalyst is C1COCC1.CO. The product is [CH3:1][O:2][C:3]1[CH:8]=[CH:7][CH:6]=[CH:5][C:4]=1[CH:9]([CH2:14][C:15]1[CH:20]=[CH:19][CH:18]=[CH:17][CH:16]=1)[C:10]([OH:12])=[O:11]. The yield is 0.510. (5) The reactants are [CH2:1]([N:3]([S:18]([C:21]1[S:22][CH:23]=[CH:24][CH:25]=1)(=[O:20])=[O:19])[C:4]1[CH:5]=[CH:6][CH:7]=[C:8]2[C:12]=1[NH:11][C:10]([C:13]([O:15]CC)=[O:14])=[CH:9]2)[CH3:2].[OH-].[Na+].O1CCCC1. The catalyst is CO. The product is [CH2:1]([N:3]([S:18]([C:21]1[S:22][CH:23]=[CH:24][CH:25]=1)(=[O:20])=[O:19])[C:4]1[CH:5]=[CH:6][CH:7]=[C:8]2[C:12]=1[NH:11][C:10]([C:13]([OH:15])=[O:14])=[CH:9]2)[CH3:2]. The yield is 0.860. (6) The reactants are [Cl:1][C:2]1[C:7]([C:8]([F:11])([F:10])[F:9])=[CH:6][C:5]([N+:12]([O-])=O)=[CH:4][N:3]=1. The catalyst is [Fe]. The product is [NH2:12][C:5]1[CH:6]=[C:7]([C:8]([F:11])([F:10])[F:9])[C:2]([Cl:1])=[N:3][CH:4]=1. The yield is 0.730. (7) The reactants are [F:1][C:2]1[CH:7]=[C:6]([F:8])[CH:5]=[CH:4][C:3]=1[CH:9]1[CH2:13][CH2:12][CH2:11][C:10]1=[O:14].[C:15](Cl)([N:17]=[C:18]=[O:19])=[O:16].C1(C)C=CC=CC=1. The catalyst is C(OCC)(=O)C. The product is [F:1][C:2]1[CH:7]=[C:6]([F:8])[CH:5]=[CH:4][C:3]=1[CH:9]1[C:10]2[O:14][C:18](=[O:19])[NH:17][C:15](=[O:16])[C:11]=2[CH2:12][CH2:13]1. The yield is 0.364.